This data is from Aqueous solubility values for 9,982 compounds from the AqSolDB database. The task is: Regression/Classification. Given a drug SMILES string, predict its absorption, distribution, metabolism, or excretion properties. Task type varies by dataset: regression for continuous measurements (e.g., permeability, clearance, half-life) or binary classification for categorical outcomes (e.g., BBB penetration, CYP inhibition). For this dataset (solubility_aqsoldb), we predict Y. (1) The molecule is Oc1ccccc1. The Y is -0.0400 log mol/L. (2) The Y is -5.17 log mol/L. The drug is c1cc2ccc1CCc1ccc(cc1)CC2. (3) The drug is NS(=O)(=O)c1ccc(CCCCCO)cc1. The Y is -1.97 log mol/L. (4) The compound is NNC(=O)c1ccc([N+](=O)[O-])s1. The Y is -1.97 log mol/L. (5) The molecule is CCCCCCCCCCCCCCCCCCNC(=O)CCc1cc(C(C)(C)C)c(O)c(C(C)(C)C)c1. The Y is -7.72 log mol/L.